Dataset: Blood-brain barrier permeability classification from the B3DB database. Task: Regression/Classification. Given a drug SMILES string, predict its absorption, distribution, metabolism, or excretion properties. Task type varies by dataset: regression for continuous measurements (e.g., permeability, clearance, half-life) or binary classification for categorical outcomes (e.g., BBB penetration, CYP inhibition). Dataset: b3db_classification. (1) The drug is C/C(=C\CCN1CCC2(CC1)C(=O)NCN2c1ccccc1)c1ccc(F)cc1. The result is 1 (penetrates BBB). (2) The compound is CN=C(NC#N)NCCSCC1=NC=NC1C. The result is 0 (does not penetrate BBB). (3) The molecule is O=C(Cc1ccc(Cl)c(Cl)c1)N1CCn2ccnc2[C@H]1CN1CCCC1. The result is 1 (penetrates BBB). (4) The molecule is CC(C)(C)NC[C@@H](O)c1ccc(O)c(CO)c1. The result is 0 (does not penetrate BBB). (5) The drug is CCOC(=O)CCC(=O)OC1C(OC2C(C)C(OC3CC(C)(OC)C(O)C(C)O3)C(C)C(=O)OC(CC)C(C)(O)C(O)C(C)C(=O)C(C)CC2(C)O)OC(C)CC1N(C)C. The result is 0 (does not penetrate BBB). (6) The drug is CC(=O)OCC(=O)[C@@]12OC(C)(C)O[C@@H]1CC1C3CC(C=O)=C4C=C(OCCCl)CC[C@]4(C)[C@@]3(F)[C@@H](O)C[C@@]12C. The result is 1 (penetrates BBB). (7) The compound is COc1ccc2c(c1)c1c3n2CCN(C)C3=NCC1. The result is 1 (penetrates BBB).